Dataset: NCI-60 drug combinations with 297,098 pairs across 59 cell lines. Task: Regression. Given two drug SMILES strings and cell line genomic features, predict the synergy score measuring deviation from expected non-interaction effect. (1) Drug 1: CNC(=O)C1=CC=CC=C1SC2=CC3=C(C=C2)C(=NN3)C=CC4=CC=CC=N4. Drug 2: CN1C2=C(C=C(C=C2)N(CCCl)CCCl)N=C1CCCC(=O)O.Cl. Cell line: LOX IMVI. Synergy scores: CSS=23.8, Synergy_ZIP=6.69, Synergy_Bliss=7.17, Synergy_Loewe=10.4, Synergy_HSA=9.58. (2) Drug 1: CC(CN1CC(=O)NC(=O)C1)N2CC(=O)NC(=O)C2. Drug 2: C1C(C(OC1N2C=NC3=C2NC=NCC3O)CO)O. Cell line: SF-295. Synergy scores: CSS=28.6, Synergy_ZIP=-8.19, Synergy_Bliss=-0.711, Synergy_Loewe=-0.990, Synergy_HSA=1.13. (3) Drug 1: CC1C(C(CC(O1)OC2CC(CC3=C2C(=C4C(=C3O)C(=O)C5=C(C4=O)C(=CC=C5)OC)O)(C(=O)C)O)N)O.Cl. Drug 2: CC(C)(C#N)C1=CC(=CC(=C1)CN2C=NC=N2)C(C)(C)C#N. Cell line: NCI-H322M. Synergy scores: CSS=-2.50, Synergy_ZIP=-1.18, Synergy_Bliss=-3.85, Synergy_Loewe=-5.06, Synergy_HSA=-4.18. (4) Synergy scores: CSS=22.7, Synergy_ZIP=-4.22, Synergy_Bliss=-7.73, Synergy_Loewe=-18.4, Synergy_HSA=-6.63. Drug 2: C(CN)CNCCSP(=O)(O)O. Drug 1: COC1=C(C=C2C(=C1)N=CN=C2NC3=CC(=C(C=C3)F)Cl)OCCCN4CCOCC4. Cell line: TK-10. (5) Drug 1: C1=CC(=CC=C1CCC2=CNC3=C2C(=O)NC(=N3)N)C(=O)NC(CCC(=O)O)C(=O)O. Drug 2: CC1OCC2C(O1)C(C(C(O2)OC3C4COC(=O)C4C(C5=CC6=C(C=C35)OCO6)C7=CC(=C(C(=C7)OC)O)OC)O)O. Cell line: SF-295. Synergy scores: CSS=56.5, Synergy_ZIP=-1.98, Synergy_Bliss=-1.89, Synergy_Loewe=0.620, Synergy_HSA=3.08.